From a dataset of Reaction yield outcomes from USPTO patents with 853,638 reactions. Predict the reaction yield, written as a fraction of the theoretical maximum amount of product (1.0 means a 100% yield; for example, 0.34 means a 34% yield). (1) The reactants are [CH2:1]1[CH2:6][C@H:5]([C:7]([OH:9])=[O:8])[CH2:4][CH2:3][C@H:2]1[CH2:10][NH2:11].[C:12]([O:18][CH:19]([O:21][C:22](ON1C(=O)CCC1=O)=[O:23])[CH3:20])(=[O:17])[CH2:13][CH2:14][CH2:15][CH3:16]. The catalyst is CC(OC)(C)C.CC(C)=O.O. The product is [C:12]([O:18][CH:19]([O:21][C:22]([NH:11][CH2:10][C@H:2]1[CH2:3][CH2:4][C@H:5]([C:7]([OH:9])=[O:8])[CH2:6][CH2:1]1)=[O:23])[CH3:20])(=[O:17])[CH2:13][CH2:14][CH2:15][CH3:16]. The yield is 0.160. (2) The reactants are CC1C=CC(S(O[CH2:12][CH2:13][CH2:14][C:15]2[C:23]3[C:18](=[CH:19][CH:20]=[C:21]([C:24]#[N:25])[CH:22]=3)[NH:17][CH:16]=2)(=O)=O)=CC=1.[CH3:26][C:27]1[N:28]=[C:29]([N:37]2[CH2:42][CH2:41][NH:40][CH2:39][CH2:38]2)[S:30][C:31]=1[C:32]([O:34][CH2:35][CH3:36])=[O:33].C(=O)([O-])[O-].[K+].[K+].[I-].[K+]. The catalyst is C(#N)C. The product is [C:24]([C:21]1[CH:22]=[C:23]2[C:18](=[CH:19][CH:20]=1)[NH:17][CH:16]=[C:15]2[CH2:14][CH2:13][CH2:12][N:40]1[CH2:41][CH2:42][N:37]([C:29]2[S:30][C:31]([C:32]([O:34][CH2:35][CH3:36])=[O:33])=[C:27]([CH3:26])[N:28]=2)[CH2:38][CH2:39]1)#[N:25]. The yield is 0.770. (3) The reactants are [Br-].[Br-].[Br-].[Al+3].[C:5]([Si:9]([C:44]1[CH:49]=[CH:48][CH:47]=[CH:46][CH:45]=1)([C:38]1[CH:43]=[CH:42][CH:41]=[CH:40][CH:39]=1)[O:10][CH2:11][C:12]([C:15]1[CH:19]=[C:18]([NH:20][C:21](=[O:37])[C:22]([S:25]([CH2:28][CH:29]2[CH2:34][CH2:33][CH:32]([O:35]C)[CH2:31][CH2:30]2)(=[O:27])=[O:26])([CH3:24])[CH3:23])[O:17][N:16]=1)([CH3:14])[CH3:13])([CH3:8])([CH3:7])[CH3:6]. The catalyst is C(S)C. The product is [C:5]([Si:9]([C:38]1[CH:39]=[CH:40][CH:41]=[CH:42][CH:43]=1)([C:44]1[CH:49]=[CH:48][CH:47]=[CH:46][CH:45]=1)[O:10][CH2:11][C:12]([C:15]1[CH:19]=[C:18]([NH:20][C:21](=[O:37])[C:22]([S:25]([CH2:28][CH:29]2[CH2:34][CH2:33][CH:32]([OH:35])[CH2:31][CH2:30]2)(=[O:27])=[O:26])([CH3:24])[CH3:23])[O:17][N:16]=1)([CH3:14])[CH3:13])([CH3:6])([CH3:7])[CH3:8]. The yield is 0.330. (4) The reactants are I[C:2]1[CH:11]=[CH:10][C:9]2[C:4](=[CH:5][CH:6]=[CH:7][CH:8]=2)[N:3]=1.C([Mg]Cl)(C)C.[C:17]([O:21][C:22]([N:24]1[CH2:29][CH2:28][C:27]([CH:33]=[O:34])([CH2:30][CH2:31][CH3:32])[CH2:26][CH2:25]1)=[O:23])([CH3:20])([CH3:19])[CH3:18]. The catalyst is C1COCC1. The product is [C:17]([O:21][C:22]([N:24]1[CH2:29][CH2:28][C:27]([CH:33]([OH:34])[C:2]2[CH:11]=[CH:10][C:9]3[C:4](=[CH:5][CH:6]=[CH:7][CH:8]=3)[N:3]=2)([CH2:30][CH2:31][CH3:32])[CH2:26][CH2:25]1)=[O:23])([CH3:19])([CH3:20])[CH3:18]. The yield is 0.190. (5) The reactants are [H-].[Na+].CN(C=O)C.[CH3:8][O:9][C:10]1[C:19]2[NH:18][C:17](=[O:20])[CH2:16][CH2:15][C:14]=2[C:13]([CH:21]=[O:22])=[CH:12][CH:11]=1.[CH2:23](Br)[C:24]1[CH:29]=[CH:28][CH:27]=[CH:26][CH:25]=1. The catalyst is C(OCC)(=O)C.O. The product is [CH2:23]([N:18]1[C:19]2[C:10]([O:9][CH3:8])=[CH:11][CH:12]=[C:13]([CH:21]=[O:22])[C:14]=2[CH2:15][CH2:16][C:17]1=[O:20])[C:24]1[CH:29]=[CH:28][CH:27]=[CH:26][CH:25]=1. The yield is 0.920. (6) The reactants are N1C=CC=CN=1.C([O:14][C:15]1[N:16]=[N:17][C:18]([C:29]#[C:30][C:31]2[CH:36]=[CH:35][CH:34]=[C:33]([Cl:37])[CH:32]=2)=[CH:19][C:20]=1[O:21]CC1C=CC=CC=1)C1C=CC=CC=1. The catalyst is C(OCC)(=O)C. The product is [Cl:37][C:33]1[CH:32]=[C:31]([CH2:30][CH2:29][C:18]2[CH:19]=[C:20]([OH:21])[C:15](=[O:14])[NH:16][N:17]=2)[CH:36]=[CH:35][CH:34]=1. The yield is 0.320. (7) The reactants are Cl.Cl.[NH2:3][C@H:4]([C@H:18]([C:20]1[C:28]2[C:23](=[CH:24][CH:25]=[CH:26][CH:27]=2)[NH:22][CH:21]=1)[CH3:19])[C:5]([NH:7][C:8]1[CH:13]=[CH:12][CH:11]=[C:10]([CH2:14][N:15]([CH3:17])[CH3:16])[CH:9]=1)=[O:6].[C:29]1([N:35]2[CH2:40][CH2:39][CH:38]([C:41](O)=[O:42])[CH2:37][CH2:36]2)[CH:34]=[CH:33][CH:32]=[CH:31][CH:30]=1.CCN=C=NCCCN(C)C.C1C=CC2N(O)N=NC=2C=1. The catalyst is C(#N)C.C(OCC)(=O)C.C(=O)([O-])[O-].[Na+].[Na+].C1COCC1.C(N(CC)CC)C. The product is [CH3:16][N:15]([CH2:14][C:10]1[CH:9]=[C:8]([NH:7][C:5]([C@H:4]([NH:3][C:41]([CH:38]2[CH2:37][CH2:36][N:35]([C:29]3[CH:34]=[CH:33][CH:32]=[CH:31][CH:30]=3)[CH2:40][CH2:39]2)=[O:42])[C@H:18]([C:20]2[C:28]3[C:23](=[CH:24][CH:25]=[CH:26][CH:27]=3)[NH:22][CH:21]=2)[CH3:19])=[O:6])[CH:13]=[CH:12][CH:11]=1)[CH3:17]. The yield is 0.270.